From a dataset of Forward reaction prediction with 1.9M reactions from USPTO patents (1976-2016). Predict the product of the given reaction. (1) Given the reactants [CH3:1][C:2]1([CH3:28])[CH2:5][CH:4]([CH:6]([NH:16][C:17]2[C:26]([CH3:27])=[CH:25][C:24]3[C:19](=[CH:20][CH:21]=[CH:22][CH:23]=3)[N:18]=2)[C:7]2[CH:15]=[CH:14][C:10]([C:11](O)=[O:12])=[CH:9][CH:8]=2)[CH2:3]1.Cl.CN(C)CCCN=C=NCC.Cl.[CH2:42]([O:44][C:45](=[O:49])[CH2:46][CH2:47][NH2:48])[CH3:43].C(N(CC)CC)C, predict the reaction product. The product is: [CH2:42]([O:44][C:45](=[O:49])[CH2:46][CH2:47][NH:48][C:11](=[O:12])[C:10]1[CH:14]=[CH:15][C:7]([CH:6]([CH:4]2[CH2:3][C:2]([CH3:1])([CH3:28])[CH2:5]2)[NH:16][C:17]2[C:26]([CH3:27])=[CH:25][C:24]3[C:19](=[CH:20][CH:21]=[CH:22][CH:23]=3)[N:18]=2)=[CH:8][CH:9]=1)[CH3:43]. (2) Given the reactants [C:1]([C:5]#[CH:6])([CH3:4])([CH3:3])[CH3:2].[CH3:7][O:8][C:9](=[O:13])/[CH:10]=[CH:11]/I, predict the reaction product. The product is: [CH3:7][O:8][C:9](=[O:13])[CH:10]=[CH:11][C:6]#[C:5][C:1]([CH3:4])([CH3:3])[CH3:2]. (3) Given the reactants [NH2:1][C:2]12[CH2:10][CH2:9][CH:6]([CH2:7][CH2:8]1)[CH2:5][N:4]1[C:11](=[O:29])[C:12]([OH:28])=[C:13]([C:15]3[O:16][C:17]([CH2:20][C:21]4[CH:26]=[CH:25][C:24]([F:27])=[CH:23][CH:22]=4)=[N:18][N:19]=3)[N:14]=[C:3]21.[CH3:30][N:31]([CH3:37])[C:32](=[O:36])[C:33](O)=[O:34].CN(C(ON1N=NC2C=CC=NC1=2)=[N+](C)C)C.F[P-](F)(F)(F)(F)F, predict the reaction product. The product is: [F:27][C:24]1[CH:25]=[CH:26][C:21]([CH2:20][C:17]2[O:16][C:15]([C:13]3[N:14]=[C:3]4[C:2]5([NH:1][C:33](=[O:34])[C:32]([N:31]([CH3:37])[CH3:30])=[O:36])[CH2:10][CH2:9][CH:6]([CH2:7][CH2:8]5)[CH2:5][N:4]4[C:11](=[O:29])[C:12]=3[OH:28])=[N:19][N:18]=2)=[CH:22][CH:23]=1. (4) Given the reactants [C:1]([C:5]1[CH:10]=[CH:9][C:8]([CH2:11][C:12]([O:14][CH3:15])=[O:13])=[CH:7][CH:6]=1)([CH3:4])([CH3:3])[CH3:2].C[Si]([N-][Si](C)(C)C)(C)C.[Li+].Br[CH2:27][CH2:28]Cl, predict the reaction product. The product is: [C:1]([C:5]1[CH:6]=[CH:7][C:8]([C:11]2([C:12]([O:14][CH3:15])=[O:13])[CH2:28][CH2:27]2)=[CH:9][CH:10]=1)([CH3:4])([CH3:2])[CH3:3]. (5) Given the reactants [Cl:1][C:2]1[CH:26]=[CH:25][C:5]([CH2:6][N:7]2[CH2:12][CH2:11][N:10]([C:13]3[NH:14][C:15]4[C:20]([CH:21]=3)=[CH:19][C:18]([C:22]([NH2:24])=[O:23])=[CH:17][CH:16]=4)[CH2:9][CH2:8]2)=[CH:4][CH:3]=1.[OH-].[K+].I[CH:30]([CH3:32])[CH3:31], predict the reaction product. The product is: [Cl:1][C:2]1[CH:3]=[CH:4][C:5]([CH2:6][N:7]2[CH2:8][CH2:9][N:10]([C:13]3[N:14]([CH:30]([CH3:32])[CH3:31])[C:15]4[C:20]([CH:21]=3)=[CH:19][C:18]([C:22]([NH2:24])=[O:23])=[CH:17][CH:16]=4)[CH2:11][CH2:12]2)=[CH:25][CH:26]=1. (6) Given the reactants [CH3:1][O:2][C:3]1[CH:4]=[N:5][CH:6]=[C:7](B(O)O)[CH:8]=1.Br[C:13]1[CH:18]=[CH:17][C:16]([C:19]2[O:20][C:21]([CH3:31])=[C:22]([CH2:24][CH2:25][N:26]3[CH2:30][CH2:29][CH2:28][CH2:27]3)[N:23]=2)=[CH:15][CH:14]=1, predict the reaction product. The product is: [CH3:1][O:2][C:3]1[CH:4]=[N:5][CH:6]=[C:7]([C:13]2[CH:18]=[CH:17][C:16]([C:19]3[O:20][C:21]([CH3:31])=[C:22]([CH2:24][CH2:25][N:26]4[CH2:27][CH2:28][CH2:29][CH2:30]4)[N:23]=3)=[CH:15][CH:14]=2)[CH:8]=1. (7) Given the reactants C[O:2][C:3]([C:5]1([C:8]2[CH:9]=[C:10]3[C:15](=[CH:16][CH:17]=2)[O:14][CH2:13][CH2:12][CH2:11]3)[CH2:7][CH2:6]1)=[O:4].O[Li].[OH2:20].[CH3:21][OH:22], predict the reaction product. The product is: [OH:20][C:11]1([O:22][CH3:21])[C:10]2[C:15](=[CH:16][CH:17]=[C:8]([C:5]3([C:3]([OH:2])=[O:4])[CH2:7][CH2:6]3)[CH:9]=2)[O:14][CH2:13][CH2:12]1. (8) Given the reactants CN1CCOCC1.[OH:8][C@@H:9]1[C@@H:14]([OH:15])[C@H:13]([OH:16])[C@@H:12]([CH2:17][OH:18])[O:11][C:10]1=[O:19].[CH3:20][Si:21]([CH3:24])([CH3:23])Cl, predict the reaction product. The product is: [CH3:20][Si:21]([CH3:24])([CH3:23])[O:8][C@@H:9]1[C@@H:14]([O:15][Si:21]([CH3:24])([CH3:23])[CH3:20])[C@H:13]([O:16][Si:21]([CH3:24])([CH3:23])[CH3:20])[C@@H:12]([CH2:17][O:18][Si:21]([CH3:24])([CH3:23])[CH3:20])[O:11][C:10]1=[O:19]. (9) Given the reactants [NH2:1][CH2:2][C:3]([NH:5][CH2:6][C:7]([F:10])([F:9])[F:8])=[O:4].[C:11]([C:14]1[C:23]2[C:18](=[CH:19][CH:20]=[CH:21][CH:22]=2)[C:17]([C:24](Cl)=[O:25])=[CH:16][CH:15]=1)(=[O:13])[CH3:12].C(N(CC)CC)C, predict the reaction product. The product is: [C:11]([C:14]1[C:23]2[C:18](=[CH:19][CH:20]=[CH:21][CH:22]=2)[C:17]([C:24]([NH:1][CH2:2][C:3](=[O:4])[NH:5][CH2:6][C:7]([F:10])([F:9])[F:8])=[O:25])=[CH:16][CH:15]=1)(=[O:13])[CH3:12]. (10) Given the reactants [F:1][C:2]([F:15])([F:14])[C:3]1[CH:4]=[N:5][C:6]2[C:7](=O)[NH:8][CH:9]=[CH:10][C:11]=2[CH:12]=1.C1(C)C=CC=CC=1.CCN(C(C)C)C(C)C.O=P(Cl)(Cl)[Cl:34], predict the reaction product. The product is: [Cl:34][C:7]1[N:8]=[CH:9][CH:10]=[C:11]2[C:6]=1[N:5]=[CH:4][C:3]([C:2]([F:15])([F:14])[F:1])=[CH:12]2.